This data is from Full USPTO retrosynthesis dataset with 1.9M reactions from patents (1976-2016). The task is: Predict the reactants needed to synthesize the given product. (1) Given the product [Br:1][C:2]1[CH:3]=[CH:4][C:5]([F:25])=[C:6]([C:8]2([CH3:23])[CH2:9][N@:10]2[S:11]([C:14]2[CH:19]=[CH:18][CH:17]=[CH:16][C:15]=2[N+:20]([O-:22])=[O:21])(=[O:13])=[O:12])[CH:7]=1, predict the reactants needed to synthesize it. The reactants are: [Br:1][C:2]1[CH:3]=[CH:4][C:5]([F:25])=[C:6]([C@@:8](O)([CH3:23])[CH2:9][NH:10][S:11]([C:14]2[CH:19]=[CH:18][CH:17]=[CH:16][C:15]=2[N+:20]([O-:22])=[O:21])(=[O:13])=[O:12])[CH:7]=1.C1C=CC(P(C2C=CC=CC=2)C2C=CC=CC=2)=CC=1.N(C(OCC)=O)=NC(OCC)=O. (2) Given the product [NH2:15][CH:16]1[CH2:21][CH2:20][CH2:19][C:18]([CH2:26][C:27]2[CH:32]=[CH:31][C:30]([F:33])=[CH:29][CH:28]=2)([C:22]([O:24][CH3:25])=[O:23])[CH2:17]1, predict the reactants needed to synthesize it. The reactants are: Cl.C1(C(=[N:15][CH:16]2[CH2:21][CH2:20][CH2:19][C:18]([CH2:26][C:27]3[CH:32]=[CH:31][C:30]([F:33])=[CH:29][CH:28]=3)([C:22]([O:24][CH3:25])=[O:23])[CH2:17]2)C2C=CC=CC=2)C=CC=CC=1. (3) The reactants are: [CH3:1][C:2]1[C:10]2[C:5](=[CH:6][CH:7]=[C:8](/[CH:11]=[C:12](/[C:15](=O)[CH3:16])\[C:13]#[N:14])[CH:9]=2)[NH:4][N:3]=1.O[C:19]1[C:23]([CH3:25])([CH3:24])[NH:22][C:21](=[O:26])[CH:20]=1.C([O-])(=O)C.[NH4+:31]. Given the product [CH3:16][C:15]1[NH:31][C:19]2[C:23]([CH3:25])([CH3:24])[NH:22][C:21](=[O:26])[C:20]=2[CH:11]([C:8]2[CH:9]=[C:10]3[C:5](=[CH:6][CH:7]=2)[NH:4][N:3]=[C:2]3[CH3:1])[C:12]=1[C:13]#[N:14], predict the reactants needed to synthesize it. (4) Given the product [OH:21][NH:20][C:15]([C:14]1[CH:13]=[N:12][N:11]2[CH:17]=[CH:18][CH:19]=[C:10]2[C:9]=1[NH:8][CH:3]1[CH2:4][CH2:5][CH2:6][CH2:7][CH:2]1[CH3:1])=[NH:16], predict the reactants needed to synthesize it. The reactants are: [CH3:1][CH:2]1[CH2:7][CH2:6][CH2:5][CH2:4][CH:3]1[NH:8][C:9]1[C:10]2[N:11]([CH:17]=[CH:18][CH:19]=2)[N:12]=[CH:13][C:14]=1[C:15]#[N:16].[NH2:20][OH:21].